Task: Predict which catalyst facilitates the given reaction.. Dataset: Catalyst prediction with 721,799 reactions and 888 catalyst types from USPTO (1) Reactant: [N+:1]([C:4]1[CH:18]=[CH:17][C:7]([O:8][CH2:9][CH2:10][N:11]2[CH2:16][CH2:15][O:14][CH2:13][CH2:12]2)=[CH:6][CH:5]=1)([O-])=O. Product: [N:11]1([CH2:10][CH2:9][O:8][C:7]2[CH:17]=[CH:18][C:4]([NH2:1])=[CH:5][CH:6]=2)[CH2:16][CH2:15][O:14][CH2:13][CH2:12]1. The catalyst class is: 29. (2) Reactant: [Cl:1][C:2]1[C:7]([C:8]2[C:9](=[O:34])[NH:10][C:11](=[O:33])[N:12]([CH2:14][CH2:15][CH2:16][N:17]3[CH2:22][C@H:21]4[C@:19]([C:23]5[CH:28]=[CH:27][C:26]([C:29]([F:32])([F:31])[F:30])=[CH:25][CH:24]=5)([CH2:20]4)[CH2:18]3)[CH:13]=2)=[CH:6][CH:5]=[CH:4][N:3]=1.[ClH:35]. Product: [ClH:1].[ClH:35].[Cl:1][C:2]1[C:7]([C:8]2[C:9](=[O:34])[NH:10][C:11](=[O:33])[N:12]([CH2:14][CH2:15][CH2:16][N:17]3[CH2:22][C@H:21]4[C@:19]([C:23]5[CH:28]=[CH:27][C:26]([C:29]([F:32])([F:31])[F:30])=[CH:25][CH:24]=5)([CH2:20]4)[CH2:18]3)[CH:13]=2)=[CH:6][CH:5]=[CH:4][N:3]=1. The catalyst class is: 12. (3) Reactant: [OH:1][C:2]1[C:11]2[C:6](=[CH:7][CH:8]=[CH:9][CH:10]=2)[NH:5][C:4](=[O:12])[CH:3]=1.[Br:13]N1C(=O)CCC1=O.C([O-])([O-])=O.[K+].[K+].[F:27][C:28]1[CH:35]=[C:34]([F:36])[CH:33]=[CH:32][C:29]=1[CH2:30]Br. Product: [Br:13][C:3]1[C:4](=[O:12])[NH:5][C:6]2[C:11]([C:2]=1[O:1][CH2:30][C:29]1[CH:32]=[CH:33][C:34]([F:36])=[CH:35][C:28]=1[F:27])=[CH:10][CH:9]=[CH:8][CH:7]=2. The catalyst class is: 59. (4) Reactant: C[Si]([N-][Si](C)(C)C)(C)C.[K+].C1[O:28][CH2:27][CH2:26]OCCOCCOCCOCCOC1.[NH2:29][C:30]1[N:34]([C:35]2[CH:40]=[CH:39][CH:38]=[CH:37][C:36]=2[Cl:41])[N:33]=[CH:32][C:31]=1[CH:42]=O.[NH4+].[Cl-]. Product: [Cl:41][C:36]1[CH:37]=[CH:38][CH:39]=[CH:40][C:35]=1[N:34]1[C:30]2[NH:29][C:27](=[O:28])[CH:26]=[CH:42][C:31]=2[CH:32]=[N:33]1. The catalyst class is: 1. (5) Reactant: [Cl:1][C:2]1[CH:7]=[C:6]([O:8][C:9]2[C:18]3[C:13](=[CH:14][C:15]([OH:21])=[C:16]([O:19][CH3:20])[CH:17]=3)[N:12]=[CH:11][CH:10]=2)[CH:5]=[CH:4][C:3]=1[NH:22][C:23]([NH:25][C:26]1[CH:31]=[CH:30][C:29]([F:32])=[CH:28][C:27]=1[F:33])=[O:24].C(=O)([O-])[O-].[K+].[K+].Cl.[N:41]1[CH:46]=[CH:45][CH:44]=[C:43]([CH2:47]Cl)[CH:42]=1. Product: [Cl:1][C:2]1[CH:7]=[C:6]([O:8][C:9]2[C:18]3[C:13](=[CH:14][C:15]([O:21][CH2:47][C:43]4[CH:42]=[N:41][CH:46]=[CH:45][CH:44]=4)=[C:16]([O:19][CH3:20])[CH:17]=3)[N:12]=[CH:11][CH:10]=2)[CH:5]=[CH:4][C:3]=1[NH:22][C:23]([NH:25][C:26]1[CH:31]=[CH:30][C:29]([F:32])=[CH:28][C:27]=1[F:33])=[O:24]. The catalyst class is: 9. (6) Reactant: [I:1]([OH:5])(=[O:4])(=[O:3])=[O:2].[O-2:6].[O-2].[O-2].[Cr+6:9].[C:10]([O:14][C@@H:15]([C:18]1[C:27]([CH3:28])=[CH:26][C:25]2[C:20](=[CH:21][CH:22]=[CH:23][CH:24]=2)[C:19]=1[C:29]1[CH:34]=[CH:33][C:32]([Cl:35])=[CH:31][CH:30]=1)[CH2:16][OH:17])([CH3:13])([CH3:12])[CH3:11]. Product: [I:1]([OH:5])(=[O:4])(=[O:3])=[O:2].[O-2:14].[O-2:6].[O-2:2].[Cr+6:9].[C:10]([O:14][C@@H:15]([C:18]1[C:27]([CH3:28])=[CH:26][C:25]2[C:20](=[CH:21][CH:22]=[CH:23][CH:24]=2)[C:19]=1[C:29]1[CH:34]=[CH:33][C:32]([Cl:35])=[CH:31][CH:30]=1)[C:16]([OH:6])=[O:17])([CH3:13])([CH3:11])[CH3:12]. The catalyst class is: 47. (7) Reactant: [C:1]1([C@H:11]([NH2:13])[CH3:12])[C:10]2[C:5](=[CH:6][CH:7]=[CH:8][CH:9]=2)[CH:4]=[CH:3][CH:2]=1.[F:14][C:15]([F:27])([F:26])[C:16]1[CH:17]=[C:18]([CH:23]=[CH:24][CH:25]=1)[CH:19]=[CH:20][CH:21]=O.[BH4-].[Na+].Cl. The catalyst class is: 24. Product: [CH3:12][C@@H:11]([NH:13][CH2:21][CH2:20][CH2:19][C:18]1[CH:23]=[CH:24][CH:25]=[C:16]([C:15]([F:14])([F:26])[F:27])[CH:17]=1)[C:1]1[CH:2]=[CH:3][CH:4]=[C:5]2[CH:6]=[CH:7][CH:8]=[CH:9][C:10]=12. (8) Reactant: [CH3:1][S-:2].[Na+].Br[CH2:5][C:6]1[CH:11]=[C:10]([O:12][CH3:13])[N:9]=[C:8]([Cl:14])[CH:7]=1.CCOC(C)=O. Product: [Cl:14][C:8]1[CH:7]=[C:6]([CH2:5][S:2][CH3:1])[CH:11]=[C:10]([O:12][CH3:13])[N:9]=1. The catalyst class is: 21.